Dataset: Forward reaction prediction with 1.9M reactions from USPTO patents (1976-2016). Task: Predict the product of the given reaction. (1) Given the reactants [CH:1]1([N:4]2[C:12]3[C:7](=[N:8][CH:9]=[CH:10][N:11]=3)[N:6]([C@H:13]3[CH2:16][C@H:15]([NH:17][C:18]4[S:19][C:20]([C:23]([OH:25])=O)=[CH:21][N:22]=4)[CH2:14]3)[C:5]2=[O:26])[CH2:3][CH2:2]1.[NH:27]1[CH2:32][CH2:31][O:30][CH2:29][CH2:28]1.C(N(C(C)C)CC)(C)C.F[P-](F)(F)(F)(F)F.N1(O[P+](N(C)C)(N(C)C)N(C)C)C2C=CC=CC=2N=N1, predict the reaction product. The product is: [CH:1]1([N:4]2[C:12]3=[N:11][CH:10]=[CH:9][N:8]=[C:7]3[N:6]([C@H:13]3[CH2:16][C@H:15]([NH:17][C:18]4[S:19][C:20]([C:23]([N:27]5[CH2:32][CH2:31][O:30][CH2:29][CH2:28]5)=[O:25])=[CH:21][N:22]=4)[CH2:14]3)[C:5]2=[O:26])[CH2:2][CH2:3]1. (2) Given the reactants [F:1][C:2]1[CH:7]=[CH:6][C:5]([CH:8]([OH:28])[CH:9]([NH:20]C(=O)OC(C)(C)C)[CH2:10][C:11]2[S:15][C:14]([C:16]([F:19])([F:18])[F:17])=[N:13][CH:12]=2)=[CH:4][CH:3]=1.Cl.C(=O)([O-])[O-].[K+].[K+], predict the reaction product. The product is: [NH2:20][CH:9]([CH2:10][C:11]1[S:15][C:14]([C:16]([F:19])([F:18])[F:17])=[N:13][CH:12]=1)[CH:8]([C:5]1[CH:6]=[CH:7][C:2]([F:1])=[CH:3][CH:4]=1)[OH:28]. (3) Given the reactants [C:1]([O:5][C:6](=[O:12])[N:7](C=O)[CH:8]=[CH2:9])([CH3:4])([CH3:3])[CH3:2].[OH-].[Na+].C(OC)(C)(C)C.O, predict the reaction product. The product is: [C:1]([O:5][C:6](=[O:12])[NH:7][CH:8]=[CH2:9])([CH3:4])([CH3:3])[CH3:2]. (4) Given the reactants [Br:1][C:2]1[S:6][C:5]([C:7]2(O)[CH2:12][CH2:11][O:10][CH2:9][CH2:8]2)=[CH:4][C:3]=1[CH3:14].C([BH3-])#N.[Na+], predict the reaction product. The product is: [Br:1][C:2]1[S:6][C:5]([CH:7]2[CH2:12][CH2:11][O:10][CH2:9][CH2:8]2)=[CH:4][C:3]=1[CH3:14].